Regression. Given a peptide amino acid sequence and an MHC pseudo amino acid sequence, predict their binding affinity value. This is MHC class II binding data. From a dataset of Peptide-MHC class II binding affinity with 134,281 pairs from IEDB. (1) The peptide sequence is EKKYFFATQFEPLAA. The MHC is HLA-DPA10201-DPB11401 with pseudo-sequence HLA-DPA10201-DPB11401. The binding affinity (normalized) is 0.945. (2) The peptide sequence is KGIIFILLMLVTPSM. The MHC is DRB1_0101 with pseudo-sequence DRB1_0101. The binding affinity (normalized) is 0.396. (3) The peptide sequence is IEAAASAIQGNVTSI. The MHC is HLA-DPA10103-DPB10401 with pseudo-sequence HLA-DPA10103-DPB10401. The binding affinity (normalized) is 0. (4) The peptide sequence is DDDYGEPIIITSYLQ. The MHC is H-2-IAb with pseudo-sequence H-2-IAb. The binding affinity (normalized) is 0.286. (5) The peptide sequence is LFLLSTRQNVEGSYDGAYAP. The MHC is DRB1_1501 with pseudo-sequence DRB1_1501. The binding affinity (normalized) is 0.0356. (6) The peptide sequence is QVESTAGSLQGQWRG. The MHC is DRB3_0202 with pseudo-sequence DRB3_0202. The binding affinity (normalized) is 0.